From a dataset of Full USPTO retrosynthesis dataset with 1.9M reactions from patents (1976-2016). Predict the reactants needed to synthesize the given product. (1) Given the product [CH3:20][C:17]1([C:15](=[O:16])[CH2:22][C:21]#[N:23])[CH2:18][CH2:19]1, predict the reactants needed to synthesize it. The reactants are: CC(C)([O-])C.[K+].C1COCC1.C(O[C:15]([C:17]1([CH3:20])[CH2:19][CH2:18]1)=[O:16])C.[C:21](#[N:23])[CH3:22].[O-]CCCC.O.CC(OC)(C)C.Cl.S([O-])([O-])(=O)=O.[Na+].[Na+]. (2) Given the product [N:28]1([CH2:27][CH2:26][NH:25][C:21]([C:19]2[CH:18]=[CH:17][N:16]3[CH:24]=[C:13]([C:3]4[C:4]([C:7]5[CH:12]=[CH:11][CH:10]=[CH:9][CH:8]=5)=[N:5][O:6][C:2]=4[CH3:1])[N:14]=[C:15]3[CH:20]=2)=[O:22])[CH2:33][CH2:32][O:31][CH2:30][CH2:29]1, predict the reactants needed to synthesize it. The reactants are: [CH3:1][C:2]1[O:6][N:5]=[C:4]([C:7]2[CH:12]=[CH:11][CH:10]=[CH:9][CH:8]=2)[C:3]=1[C:13]1[N:14]=[C:15]2[CH:20]=[C:19]([C:21](O)=[O:22])[CH:18]=[CH:17][N:16]2[CH:24]=1.[NH2:25][CH2:26][CH2:27][N:28]1[CH2:33][CH2:32][O:31][CH2:30][CH2:29]1.